This data is from Peptide-MHC class I binding affinity with 185,985 pairs from IEDB/IMGT. The task is: Regression. Given a peptide amino acid sequence and an MHC pseudo amino acid sequence, predict their binding affinity value. This is MHC class I binding data. (1) The peptide sequence is VSITNPFLF. The MHC is HLA-C04:01 with pseudo-sequence HLA-C04:01. The binding affinity (normalized) is 0.0847. (2) The peptide sequence is FTLDADLGI. The binding affinity (normalized) is 0.383. The MHC is HLA-A02:19 with pseudo-sequence HLA-A02:19.